This data is from Reaction yield outcomes from USPTO patents with 853,638 reactions. The task is: Predict the reaction yield, written as a fraction of the theoretical maximum amount of product (1.0 means a 100% yield; for example, 0.34 means a 34% yield). (1) The reactants are [F:1][C:2]([F:29])([F:28])[C:3]1[CH:8]=[CH:7][C:6]([N:9]2[CH2:14][CH2:13][N:12]([CH2:15][CH2:16][N:17]3C(=O)C4=CC=CC=C4C3=O)[CH2:11][CH2:10]2)=[CH:5][CH:4]=1.O.NN. The catalyst is C(O)C. The product is [F:29][C:2]([F:1])([F:28])[C:3]1[CH:4]=[CH:5][C:6]([N:9]2[CH2:10][CH2:11][N:12]([CH2:15][CH2:16][NH2:17])[CH2:13][CH2:14]2)=[CH:7][CH:8]=1. The yield is 1.00. (2) The reactants are [Cl:1][C:2]1[CH:7]=[CH:6][CH:5]=[C:4]([N+:8]([O-:10])=[O:9])[C:3]=1Cl.[C:12]([O:16][C:17]([N:19]1[CH2:24][CH2:23][NH:22][CH2:21][CH2:20]1)=[O:18])([CH3:15])([CH3:14])[CH3:13].C([O-])([O-])=O.[K+].[K+]. The catalyst is C(#N)C. The product is [C:12]([O:16][C:17]([N:19]1[CH2:24][CH2:23][N:22]([C:3]2[C:4]([N+:8]([O-:10])=[O:9])=[CH:5][CH:6]=[CH:7][C:2]=2[Cl:1])[CH2:21][CH2:20]1)=[O:18])([CH3:15])([CH3:13])[CH3:14]. The yield is 0.700. (3) The yield is 0.560. The catalyst is C(OCC)(=O)C.CCCCCC. The reactants are [N:1]1[CH:6]=[CH:5][CH:4]=[C:3]([NH:7][C:8](=[O:15])OCC(Cl)(Cl)Cl)[CH:2]=1.[F:16][C:17]1[CH:22]=[C:21]([F:23])[CH:20]=[CH:19][C:18]=1[C:24]1[CH:29]=[C:28]([N:30]2[CH2:35][CH2:34][NH:33][CH2:32][CH2:31]2)[N:27]=[CH:26][N:25]=1. The product is [F:16][C:17]1[CH:22]=[C:21]([F:23])[CH:20]=[CH:19][C:18]=1[C:24]1[N:25]=[CH:26][N:27]=[C:28]([N:30]2[CH2:31][CH2:32][N:33]([C:8]([NH:7][C:3]3[CH:2]=[N:1][CH:6]=[CH:5][CH:4]=3)=[O:15])[CH2:34][CH2:35]2)[CH:29]=1. (4) The reactants are [OH2:1].C[N+]1([O-])[CH2:8][CH2:7][O:6][CH2:5][CH2:4]1.[C:10]([NH:20][CH2:21][CH2:22][CH2:23][CH2:24][C:25]1[CH:30]=[CH:29][C:28](OCC=C)=CC=1)([O:12][CH2:13][C:14]1[CH:19]=[CH:18][CH:17]=[CH:16][CH:15]=1)=[O:11].OS([O-])=O.[Na+].[C:40]([OH:44])(C)(C)C. The catalyst is CC(C)=O.O.[Os](=O)(=O)(=O)=O. The product is [C:10]([NH:20][CH2:21][CH2:22][CH2:23][CH2:24][C:25]1[CH:30]=[CH:29][CH:28]=[CH:8][C:7]=1[O:6][CH2:5][CH:4]([OH:1])[CH2:40][OH:44])([O:12][CH2:13][C:14]1[CH:15]=[CH:16][CH:17]=[CH:18][CH:19]=1)=[O:11]. The yield is 0.620. (5) The reactants are [C:1]([S:5](/[N:7]=[CH:8]/[C:9]1[N:17]2[C:12]([CH2:13][CH2:14][CH2:15][CH2:16]2)=[CH:11][C:10]=1[C:18]([O:20][CH3:21])=[O:19])=[O:6])([CH3:4])([CH3:3])[CH3:2].[BH4-].[Na+].CO. The catalyst is O. The product is [CH3:3][C:1]([CH3:4])([S:5]([NH:7][CH2:8][C:9]1[N:17]2[C:12]([CH2:13][CH2:14][CH2:15][CH2:16]2)=[CH:11][C:10]=1[C:18]([O:20][CH3:21])=[O:19])=[O:6])[CH3:2]. The yield is 0.960. (6) The reactants are [Cl:1][C:2]1[N:3]=[CH:4][C:5]([C:10]([O:12]C)=[O:11])=[N:6][C:7]=1[CH2:8][CH3:9].C[Si](C)(C)[O-].[K+].Cl. The catalyst is O1CCCC1.O. The product is [Cl:1][C:2]1[N:3]=[CH:4][C:5]([C:10]([OH:12])=[O:11])=[N:6][C:7]=1[CH2:8][CH3:9]. The yield is 0.860. (7) The reactants are Cl[C:2]1[N:7]=[C:6]([C:8]#[N:9])[C:5]([N+:10]([O-:12])=[O:11])=[CH:4][CH:3]=1.[CH3:13][O:14][C:15]1[CH:16]=[C:17](B(O)O)[CH:18]=[CH:19][C:20]=1[O:21][CH3:22].C(=O)([O-])[O-].[K+].[K+]. The catalyst is C1(C)C=CC=CC=1.C1C=CC([P]([Pd]([P](C2C=CC=CC=2)(C2C=CC=CC=2)C2C=CC=CC=2)([P](C2C=CC=CC=2)(C2C=CC=CC=2)C2C=CC=CC=2)[P](C2C=CC=CC=2)(C2C=CC=CC=2)C2C=CC=CC=2)(C2C=CC=CC=2)C2C=CC=CC=2)=CC=1. The product is [CH3:13][O:14][C:15]1[CH:16]=[C:17]([C:2]2[N:7]=[C:6]([C:8]#[N:9])[C:5]([N+:10]([O-:12])=[O:11])=[CH:4][CH:3]=2)[CH:18]=[CH:19][C:20]=1[O:21][CH3:22]. The yield is 0.790. (8) The yield is 0.610. The catalyst is CN(C)C1C=CN=CC=1.ClC1C=CC=CC=1Cl. The reactants are Cl[C:2]1[C:11]2[C:6](=[CH:7][C:8]([O:14][CH3:15])=[C:9]([O:12][CH3:13])[CH:10]=2)[N:5]=[CH:4][CH:3]=1.[OH:16][C:17]1[C:18](I)=[N:19][C:20]([CH3:23])=[CH:21][CH:22]=1. The product is [CH3:23][C:20]1[N:19]=[CH:18][C:17]([O:16][C:2]2[C:11]3[C:6](=[CH:7][C:8]([O:14][CH3:15])=[C:9]([O:12][CH3:13])[CH:10]=3)[N:5]=[CH:4][CH:3]=2)=[CH:22][CH:21]=1. (9) The reactants are [CH3:1][C:2]1([CH3:8])[O:6][C:5](=[O:7])[NH:4][CH2:3]1.ClC(Cl)(O[C:13](=[O:19])[O:14][C:15](Cl)(Cl)Cl)Cl.C(N(CC)CC)C.[F:28][C:29]1[CH:36]=C(O)[CH:34]=[C:33]([F:38])[C:30]=1[CH:31]=[O:32]. The catalyst is O.C(Cl)Cl.C1COCC1. The product is [CH3:1][C:2]1([CH3:8])[O:6][C:5](=[O:7])[N:4]([C:13]([O:14][C:15]2[CH:36]=[C:29]([F:28])[C:30]([CH:31]=[O:32])=[C:33]([F:38])[CH:34]=2)=[O:19])[CH2:3]1. The yield is 0.520. (10) The reactants are [C:1]([O:5][C:6]([N:8]1[CH2:12][CH:11]([CH2:13][CH3:14])[CH2:10][C@H:9]1[C:15]([OH:17])=[O:16])=[O:7])([CH3:4])([CH3:3])[CH3:2].[CH:18]1[CH:23]=[CH:22][C:21]([CH2:24]Br)=[CH:20][CH:19]=1. The catalyst is C1COCC1. The product is [CH2:13]([CH:11]1[CH2:12][N:8]([C:6]([O:5][C:1]([CH3:2])([CH3:3])[CH3:4])=[O:7])[C@H:9]([C:15]([O:17][CH2:24][C:21]2[CH:22]=[CH:23][CH:18]=[CH:19][CH:20]=2)=[O:16])[CH2:10]1)[CH3:14]. The yield is 0.740.